From a dataset of CYP2D6 substrate classification data from Carbon-Mangels et al.. Regression/Classification. Given a drug SMILES string, predict its absorption, distribution, metabolism, or excretion properties. Task type varies by dataset: regression for continuous measurements (e.g., permeability, clearance, half-life) or binary classification for categorical outcomes (e.g., BBB penetration, CYP inhibition). Dataset: cyp2d6_substrate_carbonmangels. The compound is CNCCC[C@@]1(c2ccc(F)cc2)OCc2cc(C#N)ccc21. The result is 1 (substrate).